Task: Regression. Given two drug SMILES strings and cell line genomic features, predict the synergy score measuring deviation from expected non-interaction effect.. Dataset: NCI-60 drug combinations with 297,098 pairs across 59 cell lines (1) Cell line: MALME-3M. Drug 2: CS(=O)(=O)CCNCC1=CC=C(O1)C2=CC3=C(C=C2)N=CN=C3NC4=CC(=C(C=C4)OCC5=CC(=CC=C5)F)Cl. Drug 1: C1=CC(=CC=C1CCCC(=O)O)N(CCCl)CCCl. Synergy scores: CSS=1.64, Synergy_ZIP=-2.98, Synergy_Bliss=0.332, Synergy_Loewe=-5.58, Synergy_HSA=-4.55. (2) Cell line: 786-0. Synergy scores: CSS=31.1, Synergy_ZIP=-13.8, Synergy_Bliss=-13.1, Synergy_Loewe=-10.1, Synergy_HSA=-11.9. Drug 1: C1=CC(=CC=C1CCCC(=O)O)N(CCCl)CCCl. Drug 2: C1C(C(OC1N2C=NC3=C(N=C(N=C32)Cl)N)CO)O.